From a dataset of Peptide-MHC class I binding affinity with 185,985 pairs from IEDB/IMGT. Regression. Given a peptide amino acid sequence and an MHC pseudo amino acid sequence, predict their binding affinity value. This is MHC class I binding data. (1) The peptide sequence is RTLLGLILFV. The MHC is HLA-A11:01 with pseudo-sequence HLA-A11:01. The binding affinity (normalized) is 0.273. (2) The peptide sequence is IDPLIVSTS. The MHC is HLA-B44:03 with pseudo-sequence HLA-B44:03. The binding affinity (normalized) is 0.0928. (3) The peptide sequence is FLPQNGQFI. The MHC is H-2-Kb with pseudo-sequence H-2-Kb. The binding affinity (normalized) is 0.0352. (4) The peptide sequence is NKDGFLYVY. The MHC is HLA-A24:02 with pseudo-sequence HLA-A24:02. The binding affinity (normalized) is 0. (5) The MHC is HLA-A11:01 with pseudo-sequence HLA-A11:01. The binding affinity (normalized) is 0.587. The peptide sequence is NATFFIFNK. (6) The MHC is HLA-C14:02 with pseudo-sequence HLA-C14:02. The peptide sequence is FVRQCFNPM. The binding affinity (normalized) is 0.808.